From a dataset of Reaction yield outcomes from USPTO patents with 853,638 reactions. Predict the reaction yield, written as a fraction of the theoretical maximum amount of product (1.0 means a 100% yield; for example, 0.34 means a 34% yield). (1) The reactants are [CH2:1]([O:8][C:9]([NH:11][C:12]1[C:13]([C:23]([O:25]CC)=[O:24])=[N:14][C:15]2[C:20]([CH:21]=1)=[CH:19][CH:18]=[C:17](Br)[CH:16]=2)=[O:10])[C:2]1[CH:7]=[CH:6][CH:5]=[CH:4][CH:3]=1.[NH:28]1[CH2:33][CH2:32][CH2:31][CH2:30][C:29]1=[O:34].C1(P(C2C=CC=CC=2)C2C3OC4C(=CC=CC=4P(C4C=CC=CC=4)C4C=CC=CC=4)C(C)(C)C=3C=CC=2)C=CC=CC=1.C([O-])([O-])=O.[Cs+].[Cs+]. The catalyst is O1CCOCC1.CC([O-])=O.CC([O-])=O.[Pd+2]. The product is [CH2:1]([O:8][C:9]([NH:11][C:12]1[C:13]([C:23]([OH:25])=[O:24])=[N:14][C:15]2[C:20]([CH:21]=1)=[CH:19][CH:18]=[C:17]([N:28]1[CH2:33][CH2:32][CH2:31][CH2:30][C:29]1=[O:34])[CH:16]=2)=[O:10])[C:2]1[CH:7]=[CH:6][CH:5]=[CH:4][CH:3]=1. The yield is 0.300. (2) The reactants are CC(O)=O.CCO.[Cl:8][C:9]1[C:25]([F:26])=[CH:24][CH:23]=[C:22]([Cl:27])[C:10]=1[CH2:11][O:12][C:13]1[C:14]([N+:19]([O-])=O)=[N:15][CH:16]=[CH:17][CH:18]=1.C(=O)([O-])[O-].[Na+].[Na+]. The catalyst is [Fe].O.C(OCC)C. The product is [Cl:8][C:9]1[C:25]([F:26])=[CH:24][CH:23]=[C:22]([Cl:27])[C:10]=1[CH2:11][O:12][C:13]1[C:14]([NH2:19])=[N:15][CH:16]=[CH:17][CH:18]=1. The yield is 0.990. (3) The reactants are [Si:1]([O:8][CH2:9][CH2:10][N:11]1[CH2:19][C:18]2[C:13](=[CH:14][CH:15]=[C:16]([N+:20]([O-])=O)[CH:17]=2)[CH2:12]1)([C:4]([CH3:7])([CH3:6])[CH3:5])([CH3:3])[CH3:2]. The catalyst is CO.[Pd]. The product is [Si:1]([O:8][CH2:9][CH2:10][N:11]1[CH2:19][C:18]2[C:13](=[CH:14][CH:15]=[C:16]([NH2:20])[CH:17]=2)[CH2:12]1)([C:4]([CH3:7])([CH3:6])[CH3:5])([CH3:3])[CH3:2]. The yield is 0.882. (4) The reactants are [CH2:1]([O:3][C:4]([C:6]1[C:10]([CH2:11][CH2:12][CH2:13][N:14]([CH3:16])[CH3:15])=[CH:9][NH:8][C:7]=1[CH3:17])=[O:5])[CH3:2].P(Cl)(Cl)(Cl)=O.CN(C)[CH:25]=[O:26]. No catalyst specified. The product is [CH2:1]([O:3][C:4]([C:6]1[C:10]([CH2:11][CH2:12][CH2:13][N:14]([CH3:16])[CH3:15])=[C:9]([CH:25]=[O:26])[NH:8][C:7]=1[CH3:17])=[O:5])[CH3:2]. The yield is 0.960. (5) The reactants are C1(C)C=CC=CC=1.[F:8][C:9]([F:14])([F:13])[C:10]([OH:12])=[O:11].O=[C:16]([CH2:36][CH2:37][CH2:38][CH2:39][C:40](=O)[CH2:41][NH:42]/[C:43](/[NH:52]C(OC(C)(C)C)=O)=[N:44]\C(OC(C)(C)C)=O)[CH2:17][NH:18]/[C:19](/[NH:28]C(OC(C)(C)C)=O)=[N:20]\C(OC(C)(C)C)=O. The catalyst is O. The product is [F:8][C:9]([F:14])([F:13])[C:10]([O-:12])=[O:11].[CH2:39]([C:40]1[NH+:44]=[C:43]([NH2:52])[NH:42][CH:41]=1)[CH2:38][CH2:37][CH2:36][C:16]1[NH+:20]=[C:19]([NH2:28])[NH:18][CH:17]=1.[F:8][C:9]([F:14])([F:13])[C:10]([O-:12])=[O:11]. The yield is 1.00. (6) The reactants are Br[C:2]1[C:3]([O:16][CH:17]2[CH2:19][CH2:18]2)=[C:4]2[C:9](=[CH:10][CH:11]=1)[N:8]([C:12](=[O:14])[CH3:13])[C@@H:7]([CH3:15])[CH2:6][CH2:5]2.[CH:20]1([N:23]2[CH:27]=[C:26](B3OC(C)(C)C(C)(C)O3)[CH:25]=[N:24]2)[CH2:22][CH2:21]1.C(=O)([O-])[O-].[K+].[K+]. The catalyst is C1C=CC(P(C2C=CC=CC=2)[C-]2C=CC=C2)=CC=1.C1C=CC(P(C2C=CC=CC=2)[C-]2C=CC=C2)=CC=1.Cl[Pd]Cl.[Fe+2].ClCCl.O1CCOCC1. The product is [CH:17]1([O:16][C:3]2[C:2]([C:26]3[CH:25]=[N:24][N:23]([CH:20]4[CH2:22][CH2:21]4)[CH:27]=3)=[CH:11][CH:10]=[C:9]3[C:4]=2[CH2:5][CH2:6][C@H:7]([CH3:15])[N:8]3[C:12](=[O:14])[CH3:13])[CH2:19][CH2:18]1. The yield is 0.190.